This data is from Full USPTO retrosynthesis dataset with 1.9M reactions from patents (1976-2016). The task is: Predict the reactants needed to synthesize the given product. Given the product [CH3:50][N:2]([CH3:1])[CH2:3][CH2:4][CH2:5][NH:6][CH2:7][C@:8]12[CH2:46][CH2:45][C@@H:44]([C:47]([CH3:49])=[CH2:48])[C@@H:9]1[C@@H:10]1[C@@:23]([CH3:26])([CH2:24][CH2:25]2)[C@@:22]2([CH3:27])[C@@H:13]([C@:14]3([CH3:43])[C@@H:19]([CH2:20][CH2:21]2)[C:18]([CH3:29])([CH3:28])[C:17]([C:30]2[CH:31]=[CH:32][C:33]([C:34]([OH:36])=[O:35])=[CH:41][CH:42]=2)=[CH:16][CH2:15]3)[CH2:12][CH2:11]1, predict the reactants needed to synthesize it. The reactants are: [CH3:1][N:2]([CH3:50])[CH2:3][CH2:4][CH2:5][NH:6][CH2:7][C@:8]12[CH2:46][CH2:45][C@@H:44]([C:47]([CH3:49])=[CH2:48])[C@@H:9]1[C@@H:10]1[C@@:23]([CH3:26])([CH2:24][CH2:25]2)[C@@:22]2([CH3:27])[C@@H:13]([C@:14]3([CH3:43])[C@@H:19]([CH2:20][CH2:21]2)[C:18]([CH3:29])([CH3:28])[C:17]([C:30]2[CH:42]=[CH:41][C:33]([C:34]([O:36]C(C)(C)C)=[O:35])=[CH:32][CH:31]=2)=[CH:16][CH2:15]3)[CH2:12][CH2:11]1.C(O)(C(F)(F)F)=O.